This data is from Catalyst prediction with 721,799 reactions and 888 catalyst types from USPTO. The task is: Predict which catalyst facilitates the given reaction. (1) Reactant: Br[C:2]1[CH:3]=[C:4]([CH:18]=[CH:19][CH:20]=1)[CH2:5][O:6][C:7]1[CH:12]=[CH:11][CH:10]=[CH:9][C:8]=1[CH2:13][C:14]([O:16][CH3:17])=[O:15].[CH3:21][C:22]1([CH3:38])[C:26]([CH3:28])([CH3:27])[O:25][B:24]([B:24]2[O:25][C:26]([CH3:28])([CH3:27])[C:22]([CH3:38])([CH3:21])[O:23]2)[O:23]1.C([O-])(=O)C.[K+].C(Cl)Cl. Product: [CH3:21][C:22]1([CH3:38])[C:26]([CH3:28])([CH3:27])[O:25][B:24]([C:2]2[CH:3]=[C:4]([CH:18]=[CH:19][CH:20]=2)[CH2:5][O:6][C:7]2[CH:12]=[CH:11][CH:10]=[CH:9][C:8]=2[CH2:13][C:14]([O:16][CH3:17])=[O:15])[O:23]1. The catalyst class is: 151. (2) Reactant: [CH3:1][C:2]([CH3:9])([CH3:8])[C:3](=O)[CH2:4][C:5]#[N:6].Cl.[C:11]([C:13]1[CH:18]=[CH:17][C:16]([NH:19][NH2:20])=[CH:15][CH:14]=1)#[N:12]. Product: [NH2:6][C:5]1[N:19]([C:16]2[CH:17]=[CH:18][C:13]([C:11]#[N:12])=[CH:14][CH:15]=2)[N:20]=[C:3]([C:2]([CH3:9])([CH3:8])[CH3:1])[CH:4]=1. The catalyst class is: 14. (3) Reactant: I[C:2]1[CH:7]=[CH:6][C:5]([N:8]2[CH2:13][CH2:12][CH2:11][CH:10]([OH:14])[CH2:9]2)=[CH:4][CH:3]=1.[NH:15]1[CH:19]=[N:18][CH:17]=[N:16]1.CN[C@@H]1CCCC[C@H]1NC.[O-]P([O-])([O-])=O.[K+].[K+].[K+]. Product: [N:15]1([C:2]2[CH:7]=[CH:6][C:5]([N:8]3[CH2:13][CH2:12][CH2:11][CH:10]([OH:14])[CH2:9]3)=[CH:4][CH:3]=2)[CH:19]=[N:18][CH:17]=[N:16]1. The catalyst class is: 122. (4) Reactant: [O-]CC.[Na+].[H-].[Na+].[CH3:7][C:8](=[O:13])[CH2:9][C:10](=[O:12])[CH3:11].[CH2:14](Br)[C:15]1[CH:20]=[CH:19][CH:18]=[CH:17][CH:16]=1. Product: [CH2:14]([CH:9]([C:8](=[O:13])[CH3:7])[C:10](=[O:12])[CH3:11])[C:15]1[CH:20]=[CH:19][CH:18]=[CH:17][CH:16]=1. The catalyst class is: 8. (5) The catalyst class is: 20. Reactant: [C:1]([O:5][C:6]([N:8]1[CH2:13][CH2:12][CH:11]([N:14]2[CH:18]=[N:17][C:16]([C:19](OCC)=[O:20])=[N:15]2)[CH2:10][CH2:9]1)=[O:7])([CH3:4])([CH3:3])[CH3:2].[H-].[Al+3].[Li+].[H-].[H-].[H-].[OH-].[Na+].[O-]S([O-])(=O)=O.[Mg+2]. Product: [C:1]([O:5][C:6]([N:8]1[CH2:9][CH2:10][CH:11]([N:14]2[CH:18]=[N:17][C:16]([CH2:19][OH:20])=[N:15]2)[CH2:12][CH2:13]1)=[O:7])([CH3:4])([CH3:2])[CH3:3]. (6) Reactant: Br[C:2]1[CH:14]=[CH:13][C:5]([C:6]([O:8][C:9]([CH3:12])([CH3:11])[CH3:10])=[O:7])=[C:4]([CH3:15])[CH:3]=1.C(=O)([O-])[O-].[Cs+].[Cs+].C1C=CC(P(C2C(C3C(P(C4C=CC=CC=4)C4C=CC=CC=4)=CC=C4C=3C=CC=C4)=C3C(C=CC=C3)=CC=2)C2C=CC=CC=2)=CC=1.[CH2:68]([NH2:75])[C:69]1[CH:74]=[CH:73][CH:72]=[CH:71][CH:70]=1. Product: [CH2:68]([NH:75][C:2]1[CH:14]=[CH:13][C:5]([C:6]([O:8][C:9]([CH3:12])([CH3:11])[CH3:10])=[O:7])=[C:4]([CH3:15])[CH:3]=1)[C:69]1[CH:74]=[CH:73][CH:72]=[CH:71][CH:70]=1. The catalyst class is: 164. (7) Reactant: [N+:1]([C:4]1[CH:5]=[C:6]([O:18][C:19]([F:22])([F:21])[F:20])[CH:7]=[C:8]2[C:12]=1[NH:11][C:10]([C:13]([O:15][CH2:16][CH3:17])=[O:14])=[CH:9]2)([O-])=O. Product: [NH2:1][C:4]1[CH:5]=[C:6]([O:18][C:19]([F:22])([F:20])[F:21])[CH:7]=[C:8]2[C:12]=1[NH:11][C:10]([C:13]([O:15][CH2:16][CH3:17])=[O:14])=[CH:9]2. The catalyst class is: 481.